From a dataset of Forward reaction prediction with 1.9M reactions from USPTO patents (1976-2016). Predict the product of the given reaction. (1) The product is: [CH3:33][CH:32]([CH3:34])[C@H:27]([N:21]1[CH2:20][C:19]2[C:23](=[CH:24][CH:25]=[C:17]([C:14]3[CH:15]=[CH:16][C:11]([NH:10][C:9]([NH:8][C:3]4[CH:4]=[CH:5][CH:6]=[CH:7][C:2]=4[CH3:37])=[S:35])=[CH:12][CH:13]=3)[CH:18]=2)[C:22]1=[O:26])[C:28]([O:30][CH3:31])=[O:29]. Given the reactants F[C:2]1[CH:7]=[CH:6][CH:5]=[CH:4][C:3]=1[NH:8][C:9](=[S:35])[NH:10][C:11]1[CH:16]=[CH:15][C:14]([C:17]2[CH:18]=[C:19]3[C:23](=[CH:24][CH:25]=2)[C:22](=[O:26])[N:21]([C@@H:27]([CH:32]([CH3:34])[CH3:33])[C:28]([O:30][CH3:31])=[O:29])[CH2:20]3)=[CH:13][CH:12]=1.N[C:37]1C=CC(C2C=C3C(=CC=2)C(=O)N([C@@H](C(C)C)C(OC)=O)C3)=CC=1.CC1C=CC=CC=1N=C=S, predict the reaction product. (2) Given the reactants [NH2:1][CH2:2][CH2:3][C:4]1[CH:9]=[CH:8][C:7]([CH2:10][CH2:11][C:12]2[N:13]=[C:14]([NH:17][C:18](=[O:20])[CH3:19])[S:15][CH:16]=2)=[CH:6][CH:5]=1.[C:21]([N:29]=[C:30]=[S:31])(=[O:28])[C:22]1[CH:27]=[CH:26][CH:25]=[CH:24][CH:23]=1.O, predict the reaction product. The product is: [C:18]([NH:17][C:14]1[S:15][CH:16]=[C:12]([CH2:11][CH2:10][C:7]2[CH:8]=[CH:9][C:4]([CH2:3][CH2:2][NH:1][C:30]([NH:29][C:21](=[O:28])[C:22]3[CH:23]=[CH:24][CH:25]=[CH:26][CH:27]=3)=[S:31])=[CH:5][CH:6]=2)[N:13]=1)(=[O:20])[CH3:19].